From a dataset of Reaction yield outcomes from USPTO patents with 853,638 reactions. Predict the reaction yield, written as a fraction of the theoretical maximum amount of product (1.0 means a 100% yield; for example, 0.34 means a 34% yield). (1) The reactants are Br.[N:2]1[CH:7]=[CH:6][CH:5]=[C:4]([O:8][C:9]2[CH:14]=[CH:13][C:12]([C:15]3[O:19][C:18]([NH2:20])=[N:17][N:16]=3)=[CH:11][CH:10]=2)[CH:3]=1.[F:21][C:22]1([F:34])[O:26][C:25]2[CH:27]=[CH:28][C:29]([C:31](Cl)=[O:32])=[CH:30][C:24]=2[O:23]1. The catalyst is N1C=CC=CC=1.CO. The product is [F:34][C:22]1([F:21])[O:26][C:25]2[CH:27]=[CH:28][C:29]([C:31]([NH:20][C:18]3[O:19][C:15]([C:12]4[CH:11]=[CH:10][C:9]([O:8][C:4]5[CH:3]=[N:2][CH:7]=[CH:6][CH:5]=5)=[CH:14][CH:13]=4)=[N:16][N:17]=3)=[O:32])=[CH:30][C:24]=2[O:23]1. The yield is 0.123. (2) The reactants are [CH2:1]([O:8][N:9]1[C:15](=[O:16])[N:14]2[CH2:17][C@H:10]1[CH2:11][CH2:12][C@H:13]2[C:18]([OH:20])=[O:19])[C:2]1[CH:7]=[CH:6][CH:5]=[CH:4][CH:3]=1.C(=O)([O-])O.[Na+].[CH2:26](Br)[CH:27]=[CH2:28].C(OCC)(=O)C. The catalyst is CN(C)C=O. The product is [CH2:28]([O:19][C:18]([C@@H:13]1[CH2:12][CH2:11][C@@H:10]2[CH2:17][N:14]1[C:15](=[O:16])[N:9]2[O:8][CH2:1][C:2]1[CH:7]=[CH:6][CH:5]=[CH:4][CH:3]=1)=[O:20])[CH:27]=[CH2:26]. The yield is 0.140. (3) The reactants are CO[C:3](=[O:24])[CH2:4][CH2:5][C:6]([C:15]1[CH:20]=[C:19]([Br:21])[CH:18]=[CH:17][C:16]=1[O:22][CH3:23])([C:13]#[N:14])[CH2:7][CH2:8][C:9]([O:11][CH3:12])=[O:10].[H-].[Na+]. The catalyst is C1(C)C(C)=CC=CC=1. The product is [CH3:12][O:11][C:9]([CH:8]1[CH2:7][C:6]([C:15]2[CH:20]=[C:19]([Br:21])[CH:18]=[CH:17][C:16]=2[O:22][CH3:23])([C:13]#[N:14])[CH2:5][CH2:4][C:3]1=[O:24])=[O:10]. The yield is 0.750. (4) The reactants are FC(F)(F)C(O)=O.[NH2:8][CH:9]([CH3:31])[CH2:10][N:11]([CH2:22][C:23]1[CH:28]=[CH:27][C:26]([Br:29])=[CH:25][C:24]=1[F:30])[C:12](=[O:21])[O:13][CH2:14][C:15]1[CH:20]=[CH:19][CH:18]=[CH:17][CH:16]=1.O=[C:33]1[CH2:38][CH2:37][N:36]([C:39]([O:41][C:42]([CH3:45])([CH3:44])[CH3:43])=[O:40])[CH2:35][CH2:34]1.[BH-](OC(C)=O)(OC(C)=O)OC(C)=O.[Na+]. The catalyst is ClCCCl.C([O-])([O-])=O.[Na+].[Na+]. The product is [CH2:14]([O:13][C:12]([N:11]([CH2:22][C:23]1[CH:28]=[CH:27][C:26]([Br:29])=[CH:25][C:24]=1[F:30])[CH2:10][CH:9]([NH:8][CH:33]1[CH2:38][CH2:37][N:36]([C:39]([O:41][C:42]([CH3:45])([CH3:44])[CH3:43])=[O:40])[CH2:35][CH2:34]1)[CH3:31])=[O:21])[C:15]1[CH:16]=[CH:17][CH:18]=[CH:19][CH:20]=1. The yield is 0.930. (5) The reactants are [N+:1]([C:4]1[CH:9]=[CH:8][C:7]([C:10]([CH3:17])([CH3:16])[C:11]([O:13][CH2:14][CH3:15])=[O:12])=[CH:6][CH:5]=1)([O-])=O.C([O-])=O.[K+]. The catalyst is CCO.O.[Pd]. The product is [NH2:1][C:4]1[CH:5]=[CH:6][C:7]([C:10]([CH3:16])([CH3:17])[C:11]([O:13][CH2:14][CH3:15])=[O:12])=[CH:8][CH:9]=1. The yield is 0.850. (6) The yield is 0.600. The reactants are [F:1][C:2]1[CH:9]=[CH:8][C:5]([CH:6]=[O:7])=[CH:4][C:3]=1[O:10][CH3:11].[CH2:12]([Mg]Cl)[C:13]1[CH:18]=[CH:17][CH:16]=[CH:15][CH:14]=1. The product is [F:1][C:2]1[CH:9]=[CH:8][C:5]([CH:6]([OH:7])[CH2:12][C:13]2[CH:18]=[CH:17][CH:16]=[CH:15][CH:14]=2)=[CH:4][C:3]=1[O:10][CH3:11]. The catalyst is C1COCC1. (7) The reactants are [CH2:1]([N:8]1[C:16]2[C:11](=[CH:12][C:13]([CH3:18])=[C:14]([OH:17])[CH:15]=2)[C:10]([CH3:20])([CH3:19])[C:9]1=[O:21])[C:2]1[CH:7]=[CH:6][CH:5]=[CH:4][CH:3]=1.N1C=CC=CC=1.[S:28](O[S:28]([C:31]([F:34])([F:33])[F:32])(=[O:30])=[O:29])([C:31]([F:34])([F:33])[F:32])(=[O:30])=[O:29]. The catalyst is ClCCl. The product is [CH2:1]([N:8]1[C:16]2[C:11](=[CH:12][C:13]([CH3:18])=[C:14]([O:17][S:28]([C:31]([F:34])([F:33])[F:32])(=[O:30])=[O:29])[CH:15]=2)[C:10]([CH3:19])([CH3:20])[C:9]1=[O:21])[C:2]1[CH:7]=[CH:6][CH:5]=[CH:4][CH:3]=1. The yield is 0.950. (8) The reactants are [H-].[Na+].[Br:3][C:4]1[CH:5]=[CH:6][C:7]2[NH:8][C:9]3[C:14]([C:15]=2[CH:16]=1)=[CH:13][C:12]([O:17][CH3:18])=[CH:11][CH:10]=3.[O:19]1[CH2:21][CH:20]1[CH2:22][NH:23][C:24]1[CH:29]=[CH:28][CH:27]=[CH:26][CH:25]=1. The catalyst is C1COCC1. The product is [Br:3][C:4]1[CH:5]=[CH:6][C:7]2[N:8]([CH2:21][CH:20]([OH:19])[CH2:22][NH:23][C:24]3[CH:29]=[CH:28][CH:27]=[CH:26][CH:25]=3)[C:9]3[C:14]([C:15]=2[CH:16]=1)=[CH:13][C:12]([O:17][CH3:18])=[CH:11][CH:10]=3. The yield is 0.250. (9) The reactants are [Cl:1][C:2]1[CH:8]=[CH:7][C:5]([NH2:6])=[CH:4][CH:3]=1.[C:9]([N:16]1[CH2:21][CH2:20][C:19](=O)[CH2:18][CH2:17]1)([O:11][C:12]([CH3:15])([CH3:14])[CH3:13])=[O:10]. No catalyst specified. The product is [C:12]([O:11][C:9]([N:16]1[CH2:21][CH2:20][CH:19]([NH:6][C:5]2[CH:7]=[CH:8][C:2]([Cl:1])=[CH:3][CH:4]=2)[CH2:18][CH2:17]1)=[O:10])([CH3:15])([CH3:13])[CH3:14]. The yield is 0.780. (10) The reactants are Br[CH:2]1[CH2:8][CH2:7][O:6][C:5]2[CH:9]=[C:10]([F:14])[C:11]([Br:13])=[CH:12][C:4]=2[C:3]1=O.[C:16]([C:19]([O:21][CH2:22][CH3:23])=[O:20])(=[S:18])[NH2:17]. The catalyst is C(O)C.CN1C(=O)CCC1. The product is [CH2:22]([O:21][C:19]([C:16]1[S:18][C:2]2[CH2:8][CH2:7][O:6][C:5]3[CH:9]=[C:10]([F:14])[C:11]([Br:13])=[CH:12][C:4]=3[C:3]=2[N:17]=1)=[O:20])[CH3:23]. The yield is 0.250.